Dataset: Catalyst prediction with 721,799 reactions and 888 catalyst types from USPTO. Task: Predict which catalyst facilitates the given reaction. (1) Reactant: C(C1[S:7][C:6]([C:8]2[CH:16]=[CH:15][C:11](C(O)=O)=[CH:10][CH:9]=2)=CC=1)#N.CCN=C=N[CH2:22][CH2:23][CH2:24][N:25](C)C.Cl.C1C=CC2N([OH:38])N=NC=2C=1.[CH3:39][CH2:40][N:41]([CH:45]([CH3:47])[CH3:46])[CH:42]([CH3:44])C.Cl.Cl.[CH3:56][C@@H:57]1[CH2:61][CH2:60][CH2:59][N:58]1[CH2:56][C@@H:57]1[CH2:61][CH2:60][CH2:59][NH:58]1. Product: [CH3:56][C@@H:57]1[CH2:61][CH2:60][CH2:59][N:58]1[CH2:47][C@@H:45]1[CH2:46][CH2:44][CH2:42][N:41]1[C:40]([C:39]1[CH:16]=[CH:15][CH:11]=[CH:10][C:9]=1[C:8]1[CH:22]=[C:23]([C:24]#[N:25])[S:7][CH:6]=1)=[O:38]. The catalyst class is: 174. (2) Reactant: C(N(CC)CC)C.[C:8]1([C:26]2[CH:31]=[CH:30][CH:29]=[CH:28][CH:27]=2)[CH:13]=[CH:12][C:11]([C:14]([N:16]2[CH2:20][C:19](=[N:21][O:22][CH3:23])[CH2:18][C@H:17]2[C:24]#[N:25])=[O:15])=[CH:10][CH:9]=1.Cl.[NH2:33][OH:34]. Product: [C:8]1([C:26]2[CH:31]=[CH:30][CH:29]=[CH:28][CH:27]=2)[CH:9]=[CH:10][C:11]([C:14]([N:16]2[CH2:20][C:19](=[N:21][O:22][CH3:23])[CH2:18][C@H:17]2[C:24](=[N:33][OH:34])[NH2:25])=[O:15])=[CH:12][CH:13]=1. The catalyst class is: 8. (3) Reactant: Br[C:2]1[CH:3]=[C:4]([N+:23]([O-:25])=[O:24])[C:5]2[N:9]=[C:8]([CH3:10])[N:7]([CH2:11][C:12]3[C:21]4[C:16](=[CH:17][CH:18]=[CH:19][CH:20]=4)[CH:15]=[CH:14][CH:13]=3)[C:6]=2[CH:22]=1.[NH:26]1[CH2:31][CH2:30][O:29][CH2:28][CH2:27]1.C([O-])([O-])=O.[Cs+].[Cs+].CC(C1C=C(C(C)C)C(C2C=CC=CC=2P(C2CCCCC2)C2CCCCC2)=C(C(C)C)C=1)C. Product: [CH3:10][C:8]1[N:7]([CH2:11][C:12]2[C:21]3[C:16](=[CH:17][CH:18]=[CH:19][CH:20]=3)[CH:15]=[CH:14][CH:13]=2)[C:6]2[CH:22]=[C:2]([N:26]3[CH2:31][CH2:30][O:29][CH2:28][CH2:27]3)[CH:3]=[C:4]([N+:23]([O-:25])=[O:24])[C:5]=2[N:9]=1. The catalyst class is: 62. (4) Reactant: [CH2:1]([C@H:8]1[N:13]([C:14]([C:16]2[N:17]=[CH:18][N:19]([C@H:27]3[CH2:32][CH2:31][CH2:30][CH2:29][C:28]3([CH2:34][C:35]([O:37]CC)=[O:36])[OH:33])[C:20]=2[C:21]2[CH:26]=[CH:25][CH:24]=[CH:23][CH:22]=2)=[O:15])[CH2:12][CH2:11][N:10]([C:40]([O:42][C:43]([CH3:46])([CH3:45])[CH3:44])=[O:41])[CH2:9]1)[C:2]1[CH:7]=[CH:6][CH:5]=[CH:4][CH:3]=1.[OH-].[Na+]. Product: [CH2:1]([C@@H:8]1[CH2:9][N:10]([C:40]([O:42][C:43]([CH3:46])([CH3:44])[CH3:45])=[O:41])[CH2:11][CH2:12][N:13]1[C:14]([C:16]1[N:17]=[CH:18][N:19]([C@H:27]2[CH2:32][CH2:31][CH2:30][CH2:29][C:28]2([CH2:34][C:35]([OH:37])=[O:36])[OH:33])[C:20]=1[C:21]1[CH:26]=[CH:25][CH:24]=[CH:23][CH:22]=1)=[O:15])[C:2]1[CH:7]=[CH:6][CH:5]=[CH:4][CH:3]=1. The catalyst class is: 8. (5) Reactant: C([N-]C(C)C)(C)C.[Li+].[CH2:9]([SnH:13]([CH2:18][CH2:19][CH2:20][CH3:21])[CH2:14][CH2:15][CH2:16][CH3:17])[CH2:10][CH2:11][CH3:12].[CH3:22][O:23][C:24]1[CH:31]=[CH:30][C:27]([CH:28]=[O:29])=[CH:26][CH:25]=1.Cl[C:33]([O:35][CH3:36])=[O:34]. Product: [C:33](=[O:34])([O:35][CH3:36])[O:29][CH:28]([C:27]1[CH:30]=[CH:31][C:24]([O:23][CH3:22])=[CH:25][CH:26]=1)[Sn:13]([CH2:9][CH2:10][CH2:11][CH3:12])([CH2:14][CH2:15][CH2:16][CH3:17])[CH2:18][CH2:19][CH2:20][CH3:21]. The catalyst class is: 7.